From a dataset of Forward reaction prediction with 1.9M reactions from USPTO patents (1976-2016). Predict the product of the given reaction. (1) Given the reactants [F:1][C:2]1[CH:7]=[CH:6][C:5]([N:8]2[C:16]3[C:11](=[CH:12][C:13]([O:17][C@@H:18]([C:22]4[CH:27]=[CH:26][CH:25]=[CH:24][CH:23]=4)[C@H:19]([NH2:21])[CH3:20])=[CH:14][CH:15]=3)[CH:10]=[N:9]2)=[CH:4][CH:3]=1.Cl[C:29](=[O:34])[C:30]([O:32]C)=[O:31], predict the reaction product. The product is: [F:1][C:2]1[CH:3]=[CH:4][C:5]([N:8]2[C:16]3[C:11](=[CH:12][C:13]([O:17][C@H:18]([C:22]4[CH:23]=[CH:24][CH:25]=[CH:26][CH:27]=4)[C@@H:19]([NH:21][C:29]([C:30]([OH:32])=[O:31])=[O:34])[CH3:20])=[CH:14][CH:15]=3)[CH:10]=[N:9]2)=[CH:6][CH:7]=1. (2) The product is: [Br-:18].[N:1](=[CH:19]/[C:20]1[CH:21]=[CH:22][C:23]([O:27][CH2:28][CH2:29][CH2:30][CH2:31][CH2:32][CH2:33][P+:41]([C:42]2[CH:43]=[CH:44][CH:45]=[CH:46][CH:47]=2)([C:48]2[CH:53]=[CH:52][CH:51]=[CH:50][CH:49]=2)[C:35]2[CH:36]=[CH:37][CH:38]=[CH:39][CH:40]=2)=[CH:24][C:25]=1[OH:26])\[N:2]=[CH:3]\[C:4]1[CH:5]=[CH:6][C:7]([O:11][CH2:12][CH2:13][CH2:14][CH2:15][CH2:16][CH2:17][P+:41]([C:35]2[CH:36]=[CH:37][CH:38]=[CH:39][CH:40]=2)([C:42]2[CH:47]=[CH:46][CH:45]=[CH:44][CH:43]=2)[C:48]2[CH:49]=[CH:50][CH:51]=[CH:52][CH:53]=2)=[CH:8][C:9]=1[OH:10].[Br-:18]. Given the reactants [N:1](=[CH:19]/[C:20]1[C:25]([OH:26])=[CH:24][C:23]([O:27][CH2:28][CH2:29][CH2:30][CH2:31][CH2:32][CH2:33]Br)=[CH:22][CH:21]=1)\[N:2]=[CH:3]\[C:4]1[C:9]([OH:10])=[CH:8][C:7]([O:11][CH2:12][CH2:13][CH2:14][CH2:15][CH2:16][CH2:17][Br:18])=[CH:6][CH:5]=1.[C:35]1([P:41]([C:48]2[CH:53]=[CH:52][CH:51]=[CH:50][CH:49]=2)[C:42]2[CH:47]=[CH:46][CH:45]=[CH:44][CH:43]=2)[CH:40]=[CH:39][CH:38]=[CH:37][CH:36]=1, predict the reaction product.